From a dataset of Rat liver microsome stability data. Regression/Classification. Given a drug SMILES string, predict its absorption, distribution, metabolism, or excretion properties. Task type varies by dataset: regression for continuous measurements (e.g., permeability, clearance, half-life) or binary classification for categorical outcomes (e.g., BBB penetration, CYP inhibition). Dataset: rlm. (1) The molecule is Nc1ccc(C(=O)NCc2ccc(Cl)cc2Cl)cn1. The result is 0 (unstable in rat liver microsomes). (2) The molecule is O=C(Nc1nc2ccc(NC(=O)C3C4CC5CC(C4)CC3C5)cc2s1)c1ccccc1. The result is 1 (stable in rat liver microsomes). (3) The molecule is CCOc1cc(NC(=O)C2(NC(=O)c3ccc4c(C5CCCC5)c(-c5ncc(Cl)cn5)n(C)c4c3)CCC2)ccc1C=CC(=O)OCC(=O)OCc1ccc(Cl)cc1. The result is 0 (unstable in rat liver microsomes). (4) The molecule is Cc1ccc(-c2c(C3CCCC3)c3ccc(C(=O)NC4(C(=O)Nc5ccc(C=CC(=O)O)cc5)CCC4)cc3n2C)nc1. The result is 1 (stable in rat liver microsomes). (5) The molecule is CCNCCNc1cc(-c2ccc(C(F)(F)F)cc2)c(C#N)c2nc3ccccc3n12. The result is 0 (unstable in rat liver microsomes). (6) The drug is C=C[C@@H]1C[C@]1(NC(=O)[C@@H]1C[C@@H](Oc2cc(OCC)nc3c(Cl)cccc23)CN1C(=O)[C@@H](CC(=O)Nc1ccccc1)C(C)(C)C)C(=O)NS(=O)(=O)C1CC1. The result is 0 (unstable in rat liver microsomes). (7) The molecule is Oc1ccc(-c2cc(-c3ccccc3Cl)nc3c2Cc2c(O)cccc2-3)cc1. The result is 0 (unstable in rat liver microsomes). (8) The molecule is Nc1cccc(-c2c(O)ccc3cc(-c4cccc(O)c4)ccc23)c1. The result is 0 (unstable in rat liver microsomes). (9) The compound is Cc1cccc(-c2noc([C@@H]3Cc4[nH]cnc4CN3)n2)c1. The result is 0 (unstable in rat liver microsomes).